This data is from NCI-60 drug combinations with 297,098 pairs across 59 cell lines. The task is: Regression. Given two drug SMILES strings and cell line genomic features, predict the synergy score measuring deviation from expected non-interaction effect. (1) Drug 1: COC1=NC(=NC2=C1N=CN2C3C(C(C(O3)CO)O)O)N. Drug 2: C1=NC(=NC(=O)N1C2C(C(C(O2)CO)O)O)N. Cell line: MALME-3M. Synergy scores: CSS=5.18, Synergy_ZIP=-0.335, Synergy_Bliss=1.09, Synergy_Loewe=-9.80, Synergy_HSA=-2.99. (2) Drug 1: C1=CC(=CC=C1CCCC(=O)O)N(CCCl)CCCl. Drug 2: CC1=C(C=C(C=C1)C(=O)NC2=CC(=CC(=C2)C(F)(F)F)N3C=C(N=C3)C)NC4=NC=CC(=N4)C5=CN=CC=C5. Cell line: ACHN. Synergy scores: CSS=36.7, Synergy_ZIP=-2.00, Synergy_Bliss=-5.28, Synergy_Loewe=-6.43, Synergy_HSA=-6.16. (3) Drug 1: CC1=C(C(=CC=C1)Cl)NC(=O)C2=CN=C(S2)NC3=CC(=NC(=N3)C)N4CCN(CC4)CCO. Drug 2: C(CC(=O)O)C(=O)CN.Cl. Cell line: HCC-2998. Synergy scores: CSS=9.05, Synergy_ZIP=-5.89, Synergy_Bliss=-9.02, Synergy_Loewe=-2.66, Synergy_HSA=-5.20. (4) Drug 1: COC1=NC(=NC2=C1N=CN2C3C(C(C(O3)CO)O)O)N. Drug 2: CC1=C(C(=CC=C1)Cl)NC(=O)C2=CN=C(S2)NC3=CC(=NC(=N3)C)N4CCN(CC4)CCO. Cell line: PC-3. Synergy scores: CSS=6.34, Synergy_ZIP=-1.30, Synergy_Bliss=0.406, Synergy_Loewe=-37.1, Synergy_HSA=-2.77.